From a dataset of Reaction yield outcomes from USPTO patents with 853,638 reactions. Predict the reaction yield, written as a fraction of the theoretical maximum amount of product (1.0 means a 100% yield; for example, 0.34 means a 34% yield). (1) The yield is 0.790. The catalyst is C1(C)C=CC=CC=1. The product is [CH3:60][O:61][P:62]([CH2:2][C:3]1[CH:8]=[CH:7][C:6]([C:9]2[C:10]3[NH:14][C:13]([C:15]([C:51]4[C:56]([CH3:57])=[CH:55][C:54]([CH3:58])=[CH:53][C:52]=4[CH3:59])=[C:16]4[N:50]=[C:19]([C:20]([C:41]5[C:46]([CH3:47])=[CH:45][C:44]([CH3:48])=[CH:43][C:42]=5[CH3:49])=[C:21]5[NH:40][C:24](=[C:25]([C:31]6[C:36]([CH3:37])=[CH:35][C:34]([CH3:38])=[CH:33][C:32]=6[CH3:39])[C:26]6[CH:27]=[CH:28][C:29]=2[N:30]=6)[CH:23]=[CH:22]5)[CH:18]=[CH:17]4)=[CH:12][CH:11]=3)=[CH:5][CH:4]=1)([O:63][CH3:64])=[O:65]. The reactants are Br[CH2:2][C:3]1[CH:8]=[CH:7][C:6]([C:9]2[C:10]3[NH:14][C:13]([C:15]([C:51]4[C:56]([CH3:57])=[CH:55][C:54]([CH3:58])=[CH:53][C:52]=4[CH3:59])=[C:16]4[N:50]=[C:19]([C:20]([C:41]5[C:46]([CH3:47])=[CH:45][C:44]([CH3:48])=[CH:43][C:42]=5[CH3:49])=[C:21]5[NH:40][C:24](=[C:25]([C:31]6[C:36]([CH3:37])=[CH:35][C:34]([CH3:38])=[CH:33][C:32]=6[CH3:39])[C:26]6[CH:27]=[CH:28][C:29]=2[N:30]=6)[CH:23]=[CH:22]5)[CH:18]=[CH:17]4)=[CH:12][CH:11]=3)=[CH:5][CH:4]=1.[CH3:60][O:61][P:62]([O:65]C)[O:63][CH3:64]. (2) The reactants are [F:1][C:2]1[CH:7]=[CH:6][C:5]([CH2:8][CH2:9][N:10]2[CH:14]=[CH:13][C:12]([C:15]3[S:16][C:17]([C:21]([OH:23])=O)=[C:18]([CH3:20])[N:19]=3)=[N:11]2)=[CH:4][CH:3]=1.[F:24][C:25]1[CH:32]=[CH:31][C:28]([CH2:29][NH2:30])=[CH:27][CH:26]=1.F[P-](F)(F)(F)(F)F.N1(O[P+](N(C)C)(N(C)C)N(C)C)C2C=CC=CC=2N=N1.C(N(CC)C(C)C)(C)C. The catalyst is C(Cl)Cl. The product is [F:24][C:25]1[CH:32]=[CH:31][C:28]([CH2:29][NH:30][C:21]([C:17]2[S:16][C:15]([C:12]3[CH:13]=[CH:14][N:10]([CH2:9][CH2:8][C:5]4[CH:4]=[CH:3][C:2]([F:1])=[CH:7][CH:6]=4)[N:11]=3)=[N:19][C:18]=2[CH3:20])=[O:23])=[CH:27][CH:26]=1. The yield is 0.620. (3) The reactants are C1C2C(COC(=O)[NH:17][C@H:18]([C:30](=[O:40])[NH:31][C:32]3[CH:37]=[CH:36][C:35]([I:38])=[CH:34][C:33]=3[F:39])[CH2:19][C:20]3[CH:29]=[CH:28][C:27]4[C:22](=[CH:23][CH:24]=[CH:25][CH:26]=4)[CH:21]=3)C3C(=CC=CC=3)C=2C=CC=1.N1CCCCC1. The catalyst is ClCCl. The product is [NH2:17][C@@H:18]([CH2:19][C:20]1[CH:29]=[CH:28][C:27]2[C:22](=[CH:23][CH:24]=[CH:25][CH:26]=2)[CH:21]=1)[C:30]([NH:31][C:32]1[CH:37]=[CH:36][C:35]([I:38])=[CH:34][C:33]=1[F:39])=[O:40]. The yield is 0.560. (4) The reactants are [Cl:1][C:2]1[N:10]=[CH:9][CH:8]=[CH:7][C:3]=1[C:4](Cl)=[O:5].[Cl:11][C:12]1[CH:18]=[CH:17][C:15]([NH2:16])=[CH:14][CH:13]=1.C(N(CC)C(C)C)(C)C.C(OCC)(=O)C. The catalyst is O1CCCC1. The product is [Cl:1][C:2]1[C:3]([C:4]([NH:16][C:15]2[CH:17]=[CH:18][C:12]([Cl:11])=[CH:13][CH:14]=2)=[O:5])=[CH:7][CH:8]=[CH:9][N:10]=1. The yield is 0.820. (5) The reactants are N1[C:9]2[C:4](=C[CH:6]=[CH:7][CH:8]=2)C=C1.[CH2:10]1N2[CH2:16][CH2:17][N:12]([CH2:13][CH2:14]2)[CH2:11]1.[CH3:18][C:19](N(C)C)=O.[CH3:24][CH2:25]OC(C)=O. The catalyst is CCCC[N+](CCCC)(CCCC)CCCC.[Cl-].O. The product is [CH2:13]([N:12]1[C:11]2[C:24](=[CH:25][CH:19]=[CH:18][CH:10]=2)[CH:16]=[CH:17]1)[C:14]1[CH:6]=[CH:7][CH:8]=[CH:9][CH:4]=1. The yield is 0.800. (6) The reactants are [CH2:1]([N:3]1[C:12]2[C:7](=[CH:8][C:9]([C:13]3[CH:14]=[N:15][C:16]([NH:28][C:29](=[O:33])[NH:30][CH2:31][CH3:32])=[CH:17][C:18]=3[C:19]3[S:20][CH:21]=[C:22]([C:24]([F:27])([F:26])[F:25])[N:23]=3)=[CH:10][N:11]=2)[C:6](=[O:34])[C:5]([C:35]([O:37]CC)=[O:36])=[CH:4]1)[CH3:2]. The catalyst is C(O)C. The product is [CH2:1]([N:3]1[C:12]2[C:7](=[CH:8][C:9]([C:13]3[CH:14]=[N:15][C:16]([NH:28][C:29](=[O:33])[NH:30][CH2:31][CH3:32])=[CH:17][C:18]=3[C:19]3[S:20][CH:21]=[C:22]([C:24]([F:26])([F:27])[F:25])[N:23]=3)=[CH:10][N:11]=2)[C:6](=[O:34])[C:5]([C:35]([OH:37])=[O:36])=[CH:4]1)[CH3:2]. The yield is 0.770.